From a dataset of Reaction yield outcomes from USPTO patents with 853,638 reactions. Predict the reaction yield, written as a fraction of the theoretical maximum amount of product (1.0 means a 100% yield; for example, 0.34 means a 34% yield). (1) The reactants are Cl[C:2]1[CH:3]=[CH:4][N:5]2[C:10]([C:11]=1[CH3:12])=[C:9]([CH:13]1[CH2:15][CH2:14]1)[CH:8]=[C:7]([C:16]([O:18][CH3:19])=[O:17])[C:6]2=[O:20].[CH3:21][N:22]([CH3:32])[C:23]1[CH:28]=[CH:27][C:26](B(O)O)=[CH:25][CH:24]=1. No catalyst specified. The product is [CH:13]1([C:9]2[CH:8]=[C:7]([C:16]([O:18][CH3:19])=[O:17])[C:6](=[O:20])[N:5]3[C:10]=2[C:11]([CH3:12])=[C:2]([C:26]2[CH:27]=[CH:28][C:23]([N:22]([CH3:32])[CH3:21])=[CH:24][CH:25]=2)[CH:3]=[CH:4]3)[CH2:15][CH2:14]1. The yield is 0.310. (2) The reactants are BrC1C=C[C:5](NCC(OC)=O)=[N:6]C=1.[Cl:14][C:15]1[CH:16]=[C:17]2[C:21](=[CH:22][CH:23]=1)[N:20]([CH3:24])[CH:19]=[C:18]2[CH:25]=O. The yield is 0.930. No catalyst specified. The product is [Cl:14][C:15]1[CH:16]=[C:17]2[C:21](=[CH:22][CH:23]=1)[N:20]([CH3:24])[CH:19]=[C:18]2[CH2:25][NH:6][CH3:5]. (3) The yield is 0.800. The reactants are [Cl:1][C:2]1[C:3]([CH3:29])=[C:4]([C:10]2[CH:14]=[CH:13][N:12]([CH2:15][C@@H:16]([NH:18][C:19]([C:21]3[N:22]=[C:23]([CH:26]([OH:28])[CH3:27])[S:24][CH:25]=3)=[O:20])[CH3:17])[N:11]=2)[CH:5]=[CH:6][C:7]=1[C:8]#[N:9].[C:30](OC(=O)C)(=[O:32])[CH3:31]. The catalyst is CN(C1C=CN=CC=1)C.N1C=CC=CC=1. The product is [C:30]([O:28][CH:26]([C:23]1[S:24][CH:25]=[C:21]([C:19](=[O:20])[NH:18][C@@H:16]([CH3:17])[CH2:15][N:12]2[CH:13]=[CH:14][C:10]([C:4]3[CH:5]=[CH:6][C:7]([C:8]#[N:9])=[C:2]([Cl:1])[C:3]=3[CH3:29])=[N:11]2)[N:22]=1)[CH3:27])(=[O:32])[CH3:31]. (4) The reactants are F[B-](F)(F)F.C([PH+](C(C)(C)C)C(C)(C)C)(C)(C)C.C(=O)([O-])[O-].[Na+].[Na+].[C:25]1(B(O)O)[CH:30]=[CH:29][CH:28]=[CH:27][CH:26]=1.Cl[C:35]1[N:36]=[C:37]([C:42]2[CH:47]=[CH:46][N:45]=[C:44]([NH:48][C:49](=[O:51])[CH3:50])[CH:43]=2)[S:38][C:39]=1[CH:40]=[O:41]. The catalyst is COCCOC.O.C1C=CC(/C=C/C(/C=C/C2C=CC=CC=2)=O)=CC=1.C1C=CC(/C=C/C(/C=C/C2C=CC=CC=2)=O)=CC=1.C1C=CC(/C=C/C(/C=C/C2C=CC=CC=2)=O)=CC=1.[Pd].[Pd]. The product is [CH:40]([C:39]1[S:38][C:37]([C:42]2[CH:47]=[CH:46][N:45]=[C:44]([NH:48][C:49](=[O:51])[CH3:50])[CH:43]=2)=[N:36][C:35]=1[C:25]1[CH:30]=[CH:29][CH:28]=[CH:27][CH:26]=1)=[O:41]. The yield is 0.430. (5) The reactants are [O:1]=[C:2]([C:6]1[N:14]2[C:9]([CH2:10][CH2:11][CH2:12][CH2:13]2)=[CH:8][C:7]=1[C:15]1[CH:20]=[CH:19][CH:18]=[CH:17][CH:16]=1)[C:3](Cl)=[O:4].[CH3:21][C:22]1[CH:27]=[C:26]([CH3:28])[N:25]=[C:24]([N:29]2[CH2:34][CH2:33][N:32]([C:35]3[CH:40]=[CH:39][C:38]([NH2:41])=[CH:37][CH:36]=3)[CH2:31][CH2:30]2)[CH:23]=1. The catalyst is N1C=CC=CC=1.C1(C)C=CC=CC=1. The product is [CH3:21][C:22]1[CH:27]=[C:26]([CH3:28])[N:25]=[C:24]([N:29]2[CH2:34][CH2:33][N:32]([C:35]3[CH:40]=[CH:39][C:38]([NH:41][C:3](=[O:4])[C:2](=[O:1])[C:6]4[N:14]5[C:9]([CH2:10][CH2:11][CH2:12][CH2:13]5)=[CH:8][C:7]=4[C:15]4[CH:20]=[CH:19][CH:18]=[CH:17][CH:16]=4)=[CH:37][CH:36]=3)[CH2:31][CH2:30]2)[CH:23]=1. The yield is 0.305. (6) The reactants are [CH2:1]([OH:4])[CH2:2][OH:3].[H-].[Na+].Cl[C:8]1[N:13]=[CH:12][C:11]([CH2:14][C:15]2[CH:16]=[N:17][C:18]([O:28][CH3:29])=[C:19]([C:21]3[CH:26]=[CH:25][CH:24]=[C:23]([Cl:27])[CH:22]=3)[CH:20]=2)=[CH:10][N:9]=1. The catalyst is O. The product is [Cl:27][C:23]1[CH:22]=[C:21]([C:19]2[CH:20]=[C:15]([CH2:14][C:11]3[CH:10]=[N:9][C:8]([O:3][CH2:2][CH2:1][OH:4])=[N:13][CH:12]=3)[CH:16]=[N:17][C:18]=2[O:28][CH3:29])[CH:26]=[CH:25][CH:24]=1. The yield is 0.370. (7) The reactants are C([O:8][P:9]([O:19][C:20]1[CH:25]=[CH:24][C:23]([CH2:26][CH3:27])=[C:22]([O:28][P:29]([O:39]CC2C=CC=CC=2)([O:31]CC2C=CC=CC=2)=[O:30])[CH:21]=1)([O:11]CC1C=CC=CC=1)=[O:10])C1C=CC=CC=1. The catalyst is [C].[Pd].C(O)C. The product is [P:9]([O:19][C:20]1[CH:25]=[CH:24][C:23]([CH2:26][CH3:27])=[C:22]([O:28][P:29]([OH:31])([OH:39])=[O:30])[CH:21]=1)([OH:11])([OH:10])=[O:8]. The yield is 0.930.